This data is from Reaction yield outcomes from USPTO patents with 853,638 reactions. The task is: Predict the reaction yield, written as a fraction of the theoretical maximum amount of product (1.0 means a 100% yield; for example, 0.34 means a 34% yield). (1) The reactants are [N+:1]([C:4]1[CH:5]=[N:6][C:7](SC)=[CH:8][CH:9]=1)([O-:3])=[O:2].[S:12](=[O:16])(=O)(O)[OH:13].[Mn]([O-])(=O)(=O)=O.[K+].[CH3:23]C(C)=O. No catalyst specified. The product is [N+:1]([C:4]1[CH:5]=[N:6][C:7]([S:12]([CH3:23])(=[O:16])=[O:13])=[CH:8][CH:9]=1)([O-:3])=[O:2]. The yield is 0.700. (2) The reactants are [Cl:1][C:2]1[CH:7]=[CH:6][C:5]([S:8]([N:11]([C:15]2[C:16]([C:22]([C:24]3[C:25]([O:30][CH3:31])=[N:26][CH:27]=[CH:28][CH:29]=3)=[O:23])=[N:17][CH:18]=[C:19]([Cl:21])[CH:20]=2)COC)(=[O:10])=[O:9])=[CH:4][C:3]=1[C:32]([F:35])([F:34])[F:33].C([O-])(O)=O.[Na+]. The catalyst is OS(O)(=O)=O.C(O)(C(F)(F)F)=O.O. The product is [Cl:1][C:2]1[CH:7]=[CH:6][C:5]([S:8]([NH:11][C:15]2[C:16]([C:22]([C:24]3[C:25]([O:30][CH3:31])=[N:26][CH:27]=[CH:28][CH:29]=3)=[O:23])=[N:17][CH:18]=[C:19]([Cl:21])[CH:20]=2)(=[O:9])=[O:10])=[CH:4][C:3]=1[C:32]([F:35])([F:33])[F:34]. The yield is 0.500. (3) The reactants are [NH2:1][C:2]1[CH:7]=[C:6]([C:8]([F:11])([F:10])[F:9])[C:5]([Br:12])=[CH:4][C:3]=1[NH:13][CH:14]1[CH2:19][CH2:18][N:17]([C@H:20]2[CH2:25][CH2:24][C@H:23]([O:26][CH3:27])[CH2:22][CH2:21]2)[CH2:16][CH2:15]1.C(N(C(C)C)CC)(C)C.[Cl:37][C:38](Cl)([O:40]C(=O)OC(Cl)(Cl)Cl)Cl.C([O-])(O)=O.[Na+]. The catalyst is ClCCl.O. The product is [ClH:37].[Br:12][C:5]1[C:6]([C:8]([F:10])([F:11])[F:9])=[CH:7][C:2]2[NH:1][C:38](=[O:40])[N:13]([CH:14]3[CH2:15][CH2:16][N:17]([C@H:20]4[CH2:25][CH2:24][C@H:23]([O:26][CH3:27])[CH2:22][CH2:21]4)[CH2:18][CH2:19]3)[C:3]=2[CH:4]=1. The yield is 0.270. (4) The reactants are [CH3:1][C:2]1[CH:16]=[CH:15][CH:14]=[CH:13][C:3]=1[C:4]([CH:6]1[CH2:11][CH2:10][CH2:9][CH2:8][C:7]1=O)=[O:5].[CH3:17][O:18][C:19](=[O:30])[C@H:20]([CH2:22][C:23]1[CH:28]=[CH:27][C:26]([OH:29])=[CH:25][CH:24]=1)[NH2:21].O.CO. The catalyst is C1(OC)C=CC=CC=1.[Pd]. The product is [CH3:17][O:18][C:19](=[O:30])[CH:20]([NH:21][C:7]1[CH:8]=[CH:9][CH:10]=[CH:11][C:6]=1[C:4](=[O:5])[C:3]1[CH:13]=[CH:14][CH:15]=[CH:16][C:2]=1[CH3:1])[CH2:22][C:23]1[CH:28]=[CH:27][C:26]([OH:29])=[CH:25][CH:24]=1. The yield is 0.340. (5) The catalyst is C(Cl)Cl. The reactants are [CH:1]1[C:18]2[C:17]3[C:12](=[CH:13][CH:14]=[CH:15][CH:16]=3)[C:11]3[C:6](=[CH:7][CH:8]=[CH:9][CH:10]=3)[C:5]=2[CH:4]=[CH:3][CH:2]=1.[Al+3].[Cl-].[Cl-].[Cl-].[CH3:23][C:24](Cl)=[O:25]. The yield is 0.970. The product is [C:24]([C:4]1[C:5]2[C:6]3[C:11](=[CH:10][CH:9]=[CH:8][CH:7]=3)[C:12]3[C:17](=[CH:16][CH:15]=[CH:14][CH:13]=3)[C:18]=2[CH:1]=[CH:2][CH:3]=1)(=[O:25])[CH3:23]. (6) The reactants are [CH3:1][N:2]1[C:10]2[C:5](=[CH:6][C:7]([CH:11]=O)=[CH:8][CH:9]=2)[CH:4]=[CH:3]1.[CH3:13][NH2:14].[BH4-].[Na+].O. The catalyst is CO. The product is [CH3:13][NH:14][CH2:11][C:7]1[CH:6]=[C:5]2[C:10](=[CH:9][CH:8]=1)[N:2]([CH3:1])[CH:3]=[CH:4]2. The yield is 0.450. (7) The reactants are Cl[C:2]1[N:7]=[C:6]([O:8][C:9]2[CH:34]=[CH:33][CH:32]=[CH:31][C:10]=2[CH2:11][NH:12][C:13]([NH:15][C:16]2[N:20]([C:21]3[CH:26]=[CH:25][CH:24]=[CH:23][CH:22]=3)[N:19]=[C:18]([C:27]([CH3:30])([CH3:29])[CH3:28])[CH:17]=2)=[O:14])[CH:5]=[CH:4][N:3]=1.C(=O)([O-])[O-].[Na+].[Na+].[NH:41]1[CH2:46][CH2:45][O:44][CH2:43][CH2:42]1. The catalyst is C(O)C. The product is [O:44]1[CH2:45][CH2:46][N:41]([C:2]2[N:7]=[C:6]([O:8][C:9]3[CH:34]=[CH:33][CH:32]=[CH:31][C:10]=3[CH2:11][NH:12][C:13]([NH:15][C:16]3[N:20]([C:21]4[CH:26]=[CH:25][CH:24]=[CH:23][CH:22]=4)[N:19]=[C:18]([C:27]([CH3:28])([CH3:30])[CH3:29])[CH:17]=3)=[O:14])[CH:5]=[CH:4][N:3]=2)[CH2:42][CH2:43]1. The yield is 0.910.